From a dataset of Full USPTO retrosynthesis dataset with 1.9M reactions from patents (1976-2016). Predict the reactants needed to synthesize the given product. (1) Given the product [Br:1][C:2]1[C:13](=[O:14])[N:12]([CH2:16][CH2:17][O:18][CH:19]2[CH2:22][N:21]([C:23]([O:25][C:26]([CH3:27])([CH3:29])[CH3:28])=[O:24])[CH2:20]2)[C:5]2[N:6]=[C:7]([S:10][CH3:11])[N:8]=[CH:9][C:4]=2[CH:3]=1, predict the reactants needed to synthesize it. The reactants are: [Br:1][C:2]1[C:13](=[O:14])[NH:12][C:5]2[N:6]=[C:7]([S:10][CH3:11])[N:8]=[CH:9][C:4]=2[CH:3]=1.O[CH2:16][CH2:17][O:18][CH:19]1[CH2:22][N:21]([C:23]([O:25][C:26]([CH3:29])([CH3:28])[CH3:27])=[O:24])[CH2:20]1.C1C=CC(P(C2C=CC=CC=2)C2C=CC=CC=2)=CC=1.CC(OC(/N=N/C(OC(C)C)=O)=O)C. (2) Given the product [S:21]1[C:22]2[CH:27]=[CH:26][CH:25]=[CH:24][C:23]=2[C:19]([N:16]2[CH2:15][CH2:14][N:13]([CH2:12][CH2:11][CH2:10][C:7]3[CH:6]=[CH:5][C:4]([NH2:1])=[CH:9][CH:8]=3)[CH2:18][CH2:17]2)=[N:20]1, predict the reactants needed to synthesize it. The reactants are: [N+:1]([C:4]1[CH:9]=[CH:8][C:7]([CH2:10][CH2:11][CH2:12][N:13]2[CH2:18][CH2:17][N:16]([C:19]3[C:23]4[CH:24]=[CH:25][CH:26]=[CH:27][C:22]=4[S:21][N:20]=3)[CH2:15][CH2:14]2)=[CH:6][CH:5]=1)([O-])=O.C1COCC1. (3) Given the product [Cl:1][C:2]1[CH:3]=[C:4]([N+:11]([O-:13])=[O:12])[CH:5]=[C:6]2[C:10]=1[N:9]([CH2:15][C:16]1[CH:17]=[C:18]([CH:23]=[CH:24][CH:25]=1)[C:19]([O:21][CH3:22])=[O:20])[CH:8]=[CH:7]2, predict the reactants needed to synthesize it. The reactants are: [Cl:1][C:2]1[CH:3]=[C:4]([N+:11]([O-:13])=[O:12])[CH:5]=[C:6]2[C:10]=1[NH:9][CH:8]=[CH:7]2.Br[CH2:15][C:16]1[CH:17]=[C:18]([CH:23]=[CH:24][CH:25]=1)[C:19]([O:21][CH3:22])=[O:20].C(=O)([O-])[O-].[K+].[K+]. (4) Given the product [F:1][C:2]1[CH:3]=[C:4]2[C:9](=[C:10]([O:13][CH3:14])[C:11]=1[F:12])[N:8]([C@@H:15]1[CH2:17][C@@H:16]1[F:18])[CH:7]=[C:6]([C:19]([OH:21])=[O:20])[C:5]2=[O:24], predict the reactants needed to synthesize it. The reactants are: [F:1][C:2]1[CH:3]=[C:4]2[C:9](=[C:10]([O:13][CH3:14])[C:11]=1[F:12])[N:8]([C@@H:15]1[CH2:17][C@@H:16]1[F:18])[CH:7]=[C:6]([C:19]([O:21]CC)=[O:20])[C:5]2=[O:24].Cl. (5) Given the product [CH2:14]([C:6]1[CH:7]=[CH:8][C:9]([CH2:11][CH2:12][CH3:13])=[CH:10][C:5]=1[OH:4])[CH2:15][CH3:16], predict the reactants needed to synthesize it. The reactants are: COC[O:4][C:5]1[CH:10]=[C:9]([CH2:11][CH2:12][CH3:13])[CH:8]=[CH:7][C:6]=1[CH:14](O)[CH2:15][CH3:16].C([SiH](CC)CC)C.FC(F)(F)C(O)=O.O. (6) Given the product [CH3:3][O:4][C:5]1[N:6]=[C:7]([CH3:14])[C:8]([OH:1])=[CH:9][CH:10]=1, predict the reactants needed to synthesize it. The reactants are: [OH:1]O.[CH3:3][O:4][C:5]1[CH:10]=[CH:9][C:8](B(O)O)=[C:7]([CH3:14])[N:6]=1.O. (7) Given the product [NH2:18][C:15]1[CH:16]=[CH:17][C:10]([N:7]2[CH2:8][CH2:9][N:4]([CH:1]([CH3:3])[CH3:2])[CH2:5][CH2:6]2)=[C:11]([CH:14]=1)[C:12]#[N:13], predict the reactants needed to synthesize it. The reactants are: [CH:1]([N:4]1[CH2:9][CH2:8][N:7]([C:10]2[CH:17]=[CH:16][C:15]([N+:18]([O-])=O)=[CH:14][C:11]=2[C:12]#[N:13])[CH2:6][CH2:5]1)([CH3:3])[CH3:2].CCO.CC1C=C2N=C3C(=NC(NC3=O)=O)N(C[C@H](O)[C@H](O)[C@H](O)CO)C2=CC=1C. (8) Given the product [CH:1]12[CH2:7][CH:4]([CH:5]=[CH:6]1)[CH2:3][CH:2]2[NH:8][C:9](=[S:10])[NH:20][NH:19][C:17]([C:14]1[S:13][C:12]([CH3:11])=[N:16][CH:15]=1)=[O:18], predict the reactants needed to synthesize it. The reactants are: [CH:1]12[CH2:7][CH:4]([CH:5]=[CH:6]1)[CH2:3][CH:2]2[N:8]=[C:9]=[S:10].[CH3:11][C:12]1[S:13][C:14]([C:17]([NH:19][NH2:20])=[O:18])=[CH:15][N:16]=1. (9) Given the product [NH2:1][C:2]1[CH:18]=[CH:17][CH:16]=[C:15]([S:19]([C:20]2[CH:21]=[CH:22][C:23]([N+:26]([O-:28])=[O:27])=[CH:24][CH:25]=2)=[O:29])[C:3]=1[C:4]([NH:6][C:7]1[CH:12]=[CH:11][CH:10]=[CH:9][C:8]=1[O:13][CH3:14])=[O:5], predict the reactants needed to synthesize it. The reactants are: [NH2:1][C:2]1[CH:18]=[CH:17][CH:16]=[C:15]([S:19][C:20]2[CH:25]=[CH:24][C:23]([N+:26]([O-:28])=[O:27])=[CH:22][CH:21]=2)[C:3]=1[C:4]([NH:6][C:7]1[CH:12]=[CH:11][CH:10]=[CH:9][C:8]=1[O:13][CH3:14])=[O:5].[OH:29]O.